Dataset: Retrosynthesis with 50K atom-mapped reactions and 10 reaction types from USPTO. Task: Predict the reactants needed to synthesize the given product. (1) The reactants are: O=[N+]([O-])c1ccc(S(=O)(=O)Nc2ccccc2Cl)cc1. Given the product Nc1ccc(S(=O)(=O)Nc2ccccc2Cl)cc1, predict the reactants needed to synthesize it. (2) Given the product O=C(CCCc1ccccc1)NCc1ccccc1, predict the reactants needed to synthesize it. The reactants are: NCc1ccccc1.O=C(O)CCCc1ccccc1. (3) The reactants are: Cc1nc(NN)c(F)c(N2CCN(C)C[C@@H]2C)n1.O=CN(C[C@@H](CC1CCCC1)C(=O)O)OCc1ccccc1. Given the product Cc1nc(NNC(=O)[C@H](CC2CCCC2)CN(C=O)OCc2ccccc2)c(F)c(N2CCN(C)C[C@@H]2C)n1, predict the reactants needed to synthesize it. (4) Given the product COC(=O)c1ccc(NC2CCC2)c([N+](=O)[O-])c1, predict the reactants needed to synthesize it. The reactants are: COC(=O)c1ccc(F)c([N+](=O)[O-])c1.NC1CCC1. (5) Given the product COC1(c2nc(C)c(I)n2COCC[Si](C)(C)C)COC1, predict the reactants needed to synthesize it. The reactants are: CI.Cc1nc(C2(O)COC2)n(COCC[Si](C)(C)C)c1I. (6) Given the product CCCCOC(=O)Nc1ccc(-c2cnc3c(-c4cccc(N5CCNCC5)c4)cnn3c2N)cc1, predict the reactants needed to synthesize it. The reactants are: CCCCOC(=O)Nc1ccc(-c2cnc3c(-c4cccc(N5CCN(C(=O)OCc6ccccc6)CC5)c4)cnn3c2N)cc1.